Dataset: Full USPTO retrosynthesis dataset with 1.9M reactions from patents (1976-2016). Task: Predict the reactants needed to synthesize the given product. Given the product [CH2:1]([N:5]([C:6]1[CH:11]=[CH:10][C:9]([O:12][CH2:13][C:14]([F:15])([F:16])[F:17])=[CH:8][CH:7]=1)[C:25](=[O:28])[CH:26]=[CH2:27])[CH2:2][CH:3]=[CH2:4], predict the reactants needed to synthesize it. The reactants are: [CH2:1]([NH:5][C:6]1[CH:11]=[CH:10][C:9]([O:12][CH2:13][C:14]([F:17])([F:16])[F:15])=[CH:8][CH:7]=1)[CH2:2][CH:3]=[CH2:4].CCN(CC)CC.[C:25](Cl)(=[O:28])[CH:26]=[CH2:27].